This data is from Full USPTO retrosynthesis dataset with 1.9M reactions from patents (1976-2016). The task is: Predict the reactants needed to synthesize the given product. (1) Given the product [OH:33][CH2:32][C:25]1[CH:24]=[C:23]([C:21]2[CH:22]=[C:17]([C:9]3[NH:8][C:16]4[C:11]([CH:10]=3)=[CH:12][CH:13]=[CH:14][CH:15]=4)[C:18](=[O:34])[NH:19][N:20]=2)[CH:28]=[C:27]([CH2:29][NH:30][CH3:31])[CH:26]=1, predict the reactants needed to synthesize it. The reactants are: C(OC([N:8]1[C:16]2[C:11](=[CH:12][CH:13]=[CH:14][CH:15]=2)[CH:10]=[C:9]1[C:17]1[CH:22]=[C:21]([C:23]2[CH:28]=[C:27]([CH2:29][NH:30][CH3:31])[CH:26]=[C:25]([CH2:32][OH:33])[CH:24]=2)[N:20]=[N:19][C:18]=1[O:34]C)=O)(C)(C)C.[I-].[K+].Cl[Si](C)(C)C. (2) Given the product [O:14]=[C:10]1[C:11]2[C:7](=[CH:6][C:5]([CH2:4][CH2:3][C:2]([OH:16])=[O:1])=[CH:13][CH:12]=2)[CH2:8][O:9]1, predict the reactants needed to synthesize it. The reactants are: [OH:1][CH2:2][CH2:3][CH2:4][C:5]1[CH:6]=[C:7]2[C:11](=[CH:12][CH:13]=1)[C:10](=[O:14])[O:9][CH2:8]2.Cl.[O-:16][Mn](=O)(=O)=O.[K+]. (3) Given the product [Cl:13][C:7]1[CH:6]=[C:5]([CH:10]=[CH:9][C:8]=1[S:11][CH3:12])[CH2:4][C@H:3]1[O:14][CH2:21][CH2:22][NH:23][CH2:2]1, predict the reactants needed to synthesize it. The reactants are: Cl[CH2:2][C@H:3]([OH:14])[CH2:4][C:5]1[CH:10]=[CH:9][C:8]([S:11][CH3:12])=[C:7]([Cl:13])[CH:6]=1.[OH-].[Na+].S(O)(O[CH2:21][CH2:22][NH2:23])(=O)=O.C1(C)C=CC=CC=1. (4) Given the product [CH2:3]([O:10][C:12]1[N:17]=[C:16]([O:35][CH2:36][C:37]2[CH:8]=[CH:9][CH:4]=[CH:5][CH:6]=2)[C:15]([CH:19]([CH3:21])[CH3:20])=[C:14]([O:22][C:23]2[CH:28]=[C:27]([CH3:29])[CH:26]=[C:25]([CH3:30])[C:24]=2[CH3:31])[N:13]=1)[C:4]1[CH:9]=[CH:8][CH:7]=[CH:6][CH:5]=1, predict the reactants needed to synthesize it. The reactants are: [H-].[Na+].[CH2:3]([OH:10])[C:4]1[CH:9]=[CH:8][CH:7]=[CH:6][CH:5]=1.Cl[C:12]1[N:17]=[C:16](Cl)[C:15]([CH:19]([CH3:21])[CH3:20])=[C:14]([O:22][C:23]2[CH:28]=[C:27]([CH3:29])[CH:26]=[C:25]([CH3:30])[C:24]=2[CH3:31])[N:13]=1.C([O:35][CH2:36][CH3:37])(=O)C. (5) Given the product [C:1]([C:3]1[CH:4]=[C:5]([NH:10][C:11]([C:13]2[CH:14]=[C:15]([S:19](=[O:21])(=[O:20])[NH:27][C@H:25]([CH3:26])[C:24]([F:29])([F:28])[F:23])[S:16][C:17]=2[CH3:18])=[O:12])[CH:6]=[CH:7][C:8]=1[F:9])#[N:2], predict the reactants needed to synthesize it. The reactants are: [C:1]([C:3]1[CH:4]=[C:5]([NH:10][C:11]([C:13]2[CH:14]=[C:15]([S:19](Cl)(=[O:21])=[O:20])[S:16][C:17]=2[CH3:18])=[O:12])[CH:6]=[CH:7][C:8]=1[F:9])#[N:2].[F:23][C:24]([F:29])([F:28])[C@H:25]([NH2:27])[CH3:26].